This data is from Forward reaction prediction with 1.9M reactions from USPTO patents (1976-2016). The task is: Predict the product of the given reaction. Given the reactants [N+:1]([CH2:4][CH:5]([C:7]1[CH:12]=[CH:11][CH:10]=[C:9]([O:13][CH2:14][C:15]([F:18])([F:17])[F:16])[CH:8]=1)O)([O-:3])=[O:2].CS(Cl)(=O)=O.C(N(CC)CC)C.C(OCC)(=O)C, predict the reaction product. The product is: [N+:1]([CH:4]=[CH:5][C:7]1[CH:8]=[C:9]([O:13][CH2:14][C:15]([F:16])([F:17])[F:18])[CH:10]=[CH:11][CH:12]=1)([O-:3])=[O:2].